From a dataset of Reaction yield outcomes from USPTO patents with 853,638 reactions. Predict the reaction yield, written as a fraction of the theoretical maximum amount of product (1.0 means a 100% yield; for example, 0.34 means a 34% yield). (1) The reactants are [F:1][C:2]1[CH:15]=[CH:14][C:5]([CH2:6][CH:7]2[O:11][N:10]=[C:9]([CH2:12][OH:13])[CH2:8]2)=[CH:4][CH:3]=1.[CH3:16][S:17](Cl)(=[O:19])=[O:18].C([O-])(O)=O.[Na+]. The catalyst is C(Cl)Cl. The product is [F:1][C:2]1[CH:3]=[CH:4][C:5]([CH2:6][CH:7]2[O:11][N:10]=[C:9]([CH2:12][O:13][S:17]([CH3:16])(=[O:19])=[O:18])[CH2:8]2)=[CH:14][CH:15]=1. The yield is 0.750. (2) The reactants are [CH3:1][O:2][C:3]1[CH:8]=[CH:7][CH:6]=[C:5]([CH:9]=[CH:10][CH2:11][CH2:12][CH2:13][CH2:14][CH2:15][CH2:16][CH3:17])[CH:4]=1.Cl. The catalyst is CCO.[Pd]. The product is [CH3:1][O:2][C:3]1[CH:8]=[CH:7][CH:6]=[C:5]([CH2:9][CH2:10][CH2:11][CH2:12][CH2:13][CH2:14][CH2:15][CH2:16][CH3:17])[CH:4]=1. The yield is 1.00. (3) The reactants are [S:1]1[CH:5]=[C:4]([CH:6]([NH:10][C:11]2[CH:16]=[CH:15][CH:14]=[C:13]([F:17])[CH:12]=2)[C:7]([OH:9])=[O:8])[C:3]2[CH:18]=[CH:19][CH:20]=[CH:21][C:2]1=2.[N:22]12[CH2:29][CH2:28][CH:25]([CH2:26][CH2:27]1)[C@@H:24](O)[CH2:23]2.C1C=CC2N(O)N=NC=2C=1.C1CCC(N=C=NC2CCCCC2)CC1. The catalyst is C1COCC1. The product is [S:1]1[CH:5]=[C:4]([CH:6]([NH:10][C:11]2[CH:16]=[CH:15][CH:14]=[C:13]([F:17])[CH:12]=2)[C:7]([O:9][C@@H:24]2[CH:25]3[CH2:28][CH2:29][N:22]([CH2:27][CH2:26]3)[CH2:23]2)=[O:8])[C:3]2[CH:18]=[CH:19][CH:20]=[CH:21][C:2]1=2. The yield is 0.456. (4) The reactants are [CH3:1][C:2]1[CH:3]=[CH:4][C:5](=[O:9])[NH:6][C:7]=1[CH3:8].[N+:10]([O-])([OH:12])=[O:11]. The catalyst is S(=O)(=O)(O)O. The product is [CH3:1][C:2]1[CH:3]=[C:4]([N+:10]([O-:12])=[O:11])[C:5](=[O:9])[NH:6][C:7]=1[CH3:8]. The yield is 0.615. (5) The reactants are [F:1][C:2]1[CH:3]=[C:4]([CH:8]=[C:9]([CH2:11][NH:12][S:13]([C:16]2[CH:21]=[CH:20][C:19]([C:22]3[CH:27]=[CH:26][C:25]([F:28])=[CH:24][CH:23]=3)=[CH:18][CH:17]=2)(=[O:15])=[O:14])[CH:10]=1)[C:5](O)=[O:6].C(Cl)CCl.C1C=CC2N(O)N=NC=2C=1.[CH2:43]([NH:45][CH2:46][CH3:47])[CH3:44]. The catalyst is C(Cl)Cl. The product is [CH2:43]([N:45]([CH2:46][CH3:47])[C:5](=[O:6])[C:4]1[CH:8]=[C:9]([CH2:11][NH:12][S:13]([C:16]2[CH:17]=[CH:18][C:19]([C:22]3[CH:27]=[CH:26][C:25]([F:28])=[CH:24][CH:23]=3)=[CH:20][CH:21]=2)(=[O:15])=[O:14])[CH:10]=[C:2]([F:1])[CH:3]=1)[CH3:44]. The yield is 0.250. (6) The reactants are C(OOC(=O)C1C=CC=CC=1)(=O)C1C=CC=CC=1.[CH2:19]([S:21]([C:24]1[CH:31]=[CH:30][C:27]([C:28]#[N:29])=[CH:26][C:25]=1[CH3:32])(=[O:23])=[O:22])[CH3:20].C1C(=O)N([Br:40])C(=O)C1. The catalyst is C(Cl)(Cl)(Cl)Cl. The product is [Br:40][CH2:32][C:25]1[CH:26]=[C:27]([CH:30]=[CH:31][C:24]=1[S:21]([CH2:19][CH3:20])(=[O:23])=[O:22])[C:28]#[N:29]. The yield is 0.640.